From a dataset of Reaction yield outcomes from USPTO patents with 853,638 reactions. Predict the reaction yield, written as a fraction of the theoretical maximum amount of product (1.0 means a 100% yield; for example, 0.34 means a 34% yield). (1) The reactants are Br[C:2]1[CH:3]=[C:4]([CH:8]([NH:14][C:15]([C@@H:17]2[CH2:22][CH2:21][CH2:20][N:19]([C:23](=[O:39])[CH2:24][CH2:25][CH:26]3[CH2:31][CH2:30][N:29]([C:32]([O:34][C:35]([CH3:38])([CH3:37])[CH3:36])=[O:33])[CH2:28][CH2:27]3)[CH2:18]2)=[O:16])[CH2:9][C:10]([O:12][CH3:13])=[O:11])[CH:5]=[N:6][CH:7]=1.[F:40][C:41]1[CH:46]=[CH:45][C:44](B(O)O)=[CH:43][C:42]=1[N+:50]([O-:52])=[O:51].[F-].[K+]. The catalyst is C1(C)C=CC=CC=1.C(O)C.O.C1C=CC([P]([Pd]([P](C2C=CC=CC=2)(C2C=CC=CC=2)C2C=CC=CC=2)([P](C2C=CC=CC=2)(C2C=CC=CC=2)C2C=CC=CC=2)[P](C2C=CC=CC=2)(C2C=CC=CC=2)C2C=CC=CC=2)(C2C=CC=CC=2)C2C=CC=CC=2)=CC=1. The product is [F:40][C:41]1[CH:46]=[CH:45][C:44]([C:2]2[CH:3]=[C:4]([CH:8]([NH:14][C:15]([C@@H:17]3[CH2:22][CH2:21][CH2:20][N:19]([C:23](=[O:39])[CH2:24][CH2:25][CH:26]4[CH2:27][CH2:28][N:29]([C:32]([O:34][C:35]([CH3:36])([CH3:38])[CH3:37])=[O:33])[CH2:30][CH2:31]4)[CH2:18]3)=[O:16])[CH2:9][C:10]([O:12][CH3:13])=[O:11])[CH:5]=[N:6][CH:7]=2)=[CH:43][C:42]=1[N+:50]([O-:52])=[O:51]. The yield is 0.400. (2) The reactants are Cl.[NH2:2][C@@H:3]([C:14]([O:16][CH3:17])=[O:15])[CH2:4][C:5]1[C:13]2[C:8](=[CH:9][CH:10]=[CH:11][CH:12]=2)[NH:7][CH:6]=1.C(N(CC)CC)C.[F:25][C:26]1[CH:36]=[CH:35][CH:34]=[CH:33][C:27]=1[CH:28]=[CH:29][C:30](O)=[O:31].CCN=C=NCCCN(C)C.Cl. The catalyst is C(Cl)Cl. The product is [F:25][C:26]1[CH:36]=[CH:35][CH:34]=[CH:33][C:27]=1[CH:28]=[CH:29][C:30]([NH:2][C@@H:3]([C:14]([O:16][CH3:17])=[O:15])[CH2:4][C:5]1[C:13]2[C:8](=[CH:9][CH:10]=[CH:11][CH:12]=2)[NH:7][CH:6]=1)=[O:31]. The yield is 0.860. (3) The catalyst is O1CCCC1.O. The product is [C:13]([NH:21][C:22]1[S:23][CH2:30][CH:29]2[CH2:28][N:27]([C:32]([O:34][CH2:35][C:36]3[CH:37]=[CH:38][CH:39]=[CH:40][CH:41]=3)=[O:33])[CH2:26][C:25]2([C:42]2[CH:47]=[C:46]([Br:48])[CH:45]=[CH:44][C:43]=2[F:49])[N:24]=1)(=[O:20])[C:14]1[CH:15]=[CH:16][CH:17]=[CH:18][CH:19]=1. The yield is 0.580. The reactants are C(N1C=CN=C1)(N1C=CN=C1)=O.[C:13]([NH:21][C:22]([NH:24][C:25]1([C:42]2[CH:47]=[C:46]([Br:48])[CH:45]=[CH:44][C:43]=2[F:49])[CH:29]([CH2:30]O)[CH2:28][N:27]([C:32]([O:34][CH2:35][C:36]2[CH:41]=[CH:40][CH:39]=[CH:38][CH:37]=2)=[O:33])[CH2:26]1)=[S:23])(=[O:20])[C:14]1[CH:19]=[CH:18][CH:17]=[CH:16][CH:15]=1. (4) The reactants are [NH2:1][CH:2]([CH:23]1[CH2:25][CH2:24]1)[C:3]([NH:5][CH2:6][C:7]1[CH:8]=[C:9]([C:13]2[CH:18]=[CH:17][C:16]([C:19]([F:22])([F:21])[F:20])=[CH:15][CH:14]=2)[CH:10]=[CH:11][CH:12]=1)=[O:4].C(N(CC)CC)C.[F:33][C:34]1[CH:39]=[CH:38][C:37]([S:40](Cl)(=[O:42])=[O:41])=[CH:36][CH:35]=1.C(OCC)(=O)C. The catalyst is C(Cl)Cl. The product is [CH:23]1([CH:2]([NH:1][S:40]([C:37]2[CH:38]=[CH:39][C:34]([F:33])=[CH:35][CH:36]=2)(=[O:42])=[O:41])[C:3]([NH:5][CH2:6][C:7]2[CH:8]=[C:9]([C:13]3[CH:18]=[CH:17][C:16]([C:19]([F:20])([F:21])[F:22])=[CH:15][CH:14]=3)[CH:10]=[CH:11][CH:12]=2)=[O:4])[CH2:24][CH2:25]1. The yield is 0.820. (5) The reactants are [OH:1][C:2]1([C:9]2[CH:14]=[CH:13][CH:12]=[CH:11][CH:10]=2)[CH2:7][CH2:6][C:5](=O)[CH2:4][CH2:3]1.[F:15][CH2:16][C:17]1([NH:22][C:23](=[O:38])[CH2:24][C:25]2[C:33]([C:34]([F:37])([F:36])[F:35])=[CH:32][CH:31]=[CH:30][C:26]=2[C:27]([NH2:29])=[O:28])[CH2:21][CH2:20][NH:19][CH2:18]1.C(O[BH-](OC(=O)C)OC(=O)C)(=O)C.[Na+]. The catalyst is C(Cl)Cl. The product is [F:15][CH2:16][C:17]1([NH:22][C:23](=[O:38])[CH2:24][C:25]2[C:33]([C:34]([F:37])([F:35])[F:36])=[CH:32][CH:31]=[CH:30][C:26]=2[C:27]([NH2:29])=[O:28])[CH2:21][CH2:20][N:19]([CH:5]2[CH2:6][CH2:7][C:2]([OH:1])([C:9]3[CH:14]=[CH:13][CH:12]=[CH:11][CH:10]=3)[CH2:3][CH2:4]2)[CH2:18]1. The yield is 0.167. (6) The reactants are [Cl-].Cl[CH2:3][C:4]1[NH+:5]([CH2:9][CH3:10])[CH:6]=[CH:7][N:8]=1.[CH3:11][C:12]1[N:17]=[C:16]([SH:18])[N:15]=[C:14]([OH:19])[CH:13]=1.C(=O)([O-])[O-].[K+].[K+]. The catalyst is CN(C=O)C. The product is [CH2:9]([N:5]1[CH:6]=[CH:7][N:8]=[C:4]1[CH2:3][S:18][C:16]1[N:15]=[C:14]([OH:19])[CH:13]=[C:12]([CH3:11])[N:17]=1)[CH3:10]. The yield is 0.210.